From a dataset of NCI-60 drug combinations with 297,098 pairs across 59 cell lines. Regression. Given two drug SMILES strings and cell line genomic features, predict the synergy score measuring deviation from expected non-interaction effect. (1) Drug 1: CC1C(C(CC(O1)OC2CC(CC3=C2C(=C4C(=C3O)C(=O)C5=C(C4=O)C(=CC=C5)OC)O)(C(=O)CO)O)N)O.Cl. Drug 2: CC1C(C(CC(O1)OC2CC(CC3=C2C(=C4C(=C3O)C(=O)C5=C(C4=O)C(=CC=C5)OC)O)(C(=O)CO)O)N)O.Cl. Cell line: HOP-92. Synergy scores: CSS=52.8, Synergy_ZIP=-8.22, Synergy_Bliss=-9.46, Synergy_Loewe=-4.85, Synergy_HSA=-3.46. (2) Drug 1: CC1C(C(CC(O1)OC2CC(CC3=C2C(=C4C(=C3O)C(=O)C5=C(C4=O)C(=CC=C5)OC)O)(C(=O)CO)O)N)O.Cl. Drug 2: C1=CC(=CC=C1CCCC(=O)O)N(CCCl)CCCl. Cell line: UO-31. Synergy scores: CSS=2.53, Synergy_ZIP=-0.779, Synergy_Bliss=0.450, Synergy_Loewe=-0.264, Synergy_HSA=0.300.